Predict the product of the given reaction. From a dataset of Forward reaction prediction with 1.9M reactions from USPTO patents (1976-2016). The product is: [S:1]1[CH:5]=[CH:4][C:3]2[CH:6]=[C:7]([CH2:10][S:11]([CH2:14][C@@H:15]([N:27]([OH:30])[CH:28]=[O:29])[C:16]3[CH:17]=[CH:18][C:19]([C:22]([OH:24])=[O:23])=[CH:20][CH:21]=3)(=[O:13])=[O:12])[CH:8]=[CH:9][C:2]1=2. Given the reactants [S:1]1[CH:5]=[CH:4][C:3]2[CH:6]=[C:7]([CH2:10][S:11]([CH2:14][C@@H:15]([N:27]([OH:30])[CH:28]=[O:29])[C:16]3[CH:21]=[CH:20][C:19]([C:22]([O:24]CC)=[O:23])=[CH:18][CH:17]=3)(=[O:13])=[O:12])[CH:8]=[CH:9][C:2]1=2.[S-2].[Na+].[Na+], predict the reaction product.